This data is from Forward reaction prediction with 1.9M reactions from USPTO patents (1976-2016). The task is: Predict the product of the given reaction. (1) The product is: [CH2:6]([C@@H:7]1[C:12]([CH3:14])([CH3:13])[O:11][C:10]([NH:15][C:16]23[CH2:23][CH:22]4[CH2:24][C:18]([C:25]([NH2:27])=[O:26])([CH2:19][CH:20]2[CH2:21]4)[CH2:17]3)=[N:9][S:8]1(=[O:28])=[O:29])[C:5]1[CH:30]=[CH:31][CH:2]=[CH:3][CH:4]=1. Given the reactants Br[C:2]1[CH:31]=[CH:30][C:5]([CH2:6][C@@H:7]2[C:12]([CH3:14])([CH3:13])[O:11][C:10]([NH:15][C:16]34[CH2:23][CH:22]5[CH2:24][C:18]([C:25]([NH2:27])=[O:26])([CH2:19][CH:20]3[CH2:21]5)[CH2:17]4)=[N:9][S:8]2(=[O:29])=[O:28])=[CH:4][CH:3]=1.[H][H], predict the reaction product. (2) Given the reactants [CH:1]([C:4]1[CH:11]=[CH:10][C:7]([CH:8]=O)=[CH:6][CH:5]=1)([CH3:3])[CH3:2].[CH3:12][S:13]([C:16]1[S:20][C:19]([NH2:21])=[N:18][CH:17]=1)(=[O:15])=[O:14].C([O:24][C:25](=O)[C:26]([OH:37])=[CH:27][C:28](=[O:36])[C:29]1[CH:34]=[CH:33][C:32]([CH3:35])=[CH:31][CH:30]=1)C, predict the reaction product. The product is: [OH:37][C:26]1[C:25](=[O:24])[N:21]([C:19]2[S:20][C:16]([S:13]([CH3:12])(=[O:15])=[O:14])=[CH:17][N:18]=2)[CH:8]([C:7]2[CH:10]=[CH:11][C:4]([CH:1]([CH3:3])[CH3:2])=[CH:5][CH:6]=2)[C:27]=1[C:28](=[O:36])[C:29]1[CH:34]=[CH:33][C:32]([CH3:35])=[CH:31][CH:30]=1. (3) Given the reactants [CH3:1][O:2][C:3](=[O:18])[CH2:4][O:5][C:6]1[CH:11]=[CH:10][C:9]([CH2:12][CH:13]=[CH2:14])=[CH:8][C:7]=1[N+:15]([O-:17])=[O:16].B.[O:20]1CCCC1.O.B1([O-])OO1.O.O.O.O.[Na+], predict the reaction product. The product is: [CH3:1][O:2][C:3](=[O:18])[CH2:4][O:5][C:6]1[CH:11]=[CH:10][C:9]([CH2:12][CH2:13][CH2:14][OH:20])=[CH:8][C:7]=1[N+:15]([O-:17])=[O:16]. (4) Given the reactants [CH3:1][C:2]1[C:3]([N:9]2[CH2:14][CH2:13][N:12]([C:15]([C:17]3[CH:22]=[CH:21][C:20]([N:23]4[CH:27]([CH3:28])[C:26](=[O:29])[NH:25][C:24]4=[O:30])=[CH:19][C:18]=3[CH3:31])=[O:16])[CH2:11][CH2:10]2)=[N:4][CH:5]=[C:6]([CH3:8])[CH:7]=1.[CH3:32]I, predict the reaction product. The product is: [CH3:1][C:2]1[C:3]([N:9]2[CH2:10][CH2:11][N:12]([C:15]([C:17]3[CH:22]=[CH:21][C:20]([N:23]4[CH:27]([CH3:28])[C:26](=[O:29])[N:25]([CH3:32])[C:24]4=[O:30])=[CH:19][C:18]=3[CH3:31])=[O:16])[CH2:13][CH2:14]2)=[N:4][CH:5]=[C:6]([CH3:8])[CH:7]=1.